Dataset: Full USPTO retrosynthesis dataset with 1.9M reactions from patents (1976-2016). Task: Predict the reactants needed to synthesize the given product. (1) Given the product [C:1]([C:5]1[C:6]2[CH:12]([C:13]3[CH:18]=[CH:17][CH:16]=[CH:15][C:14]=3[O:19][CH3:20])[N:11]([C:21]3[CH:26]=[CH:25][C:24]([C:27]4[O:31][N:30]=[C:29]([O:52][C:48]([CH3:51])([CH3:50])[CH3:49])[C:28]=4[N:44]=[C:46]=[O:47])=[CH:23][CH:22]=3)[C:10](=[O:35])[C:7]=2[NH:8][N:9]=1)([CH3:2])([CH3:4])[CH3:3], predict the reactants needed to synthesize it. The reactants are: [C:1]([C:5]1[C:6]2[CH:12]([C:13]3[CH:18]=[CH:17][CH:16]=[CH:15][C:14]=3[O:19][CH3:20])[N:11]([C:21]3[CH:26]=[CH:25][C:24]([C:27]4[O:31][N:30]=[C:29](C(O)=O)[CH:28]=4)=[CH:23][CH:22]=3)[C:10](=[O:35])[C:7]=2[NH:8][N:9]=1)([CH3:4])([CH3:3])[CH3:2].C(N(CC)CC)C.C[N:44]([CH:46]=[O:47])C.[C:48]([OH:52])([CH3:51])([CH3:50])[CH3:49]. (2) Given the product [CH3:8][O:9][C:10]1[CH:11]=[C:12]2[C:17](=[CH:18][CH:19]=1)[C:16]([O:20][C:21]1[CH:22]=[CH:23][C:24]([O:27][CH2:28][CH2:29][N:30]3[CH2:31][CH2:32][CH2:33][CH2:34][CH2:35]3)=[CH:25][CH:26]=1)=[C:15]([O:36][S:39]([C:38]([F:51])([F:50])[F:37])(=[O:41])=[O:40])[CH:14]=[CH:13]2, predict the reactants needed to synthesize it. The reactants are: C(N(CC)CC)C.[CH3:8][O:9][C:10]1[CH:11]=[C:12]2[C:17](=[CH:18][CH:19]=1)[C:16]([O:20][C:21]1[CH:26]=[CH:25][C:24]([O:27][CH2:28][CH2:29][N:30]3[CH2:35][CH2:34][CH2:33][CH2:32][CH2:31]3)=[CH:23][CH:22]=1)=[C:15]([OH:36])[CH:14]=[CH:13]2.[F:37][C:38]([F:51])([F:50])[S:39](O[S:39]([C:38]([F:51])([F:50])[F:37])(=[O:41])=[O:40])(=[O:41])=[O:40]. (3) Given the product [NH:6]1[C:14]2[C:9](=[CH:10][C:11]([NH:15][C:16]3[C:17]4[S:24][C:23]([C:25]5[CH:32]=[CH:31][C:28]([CH2:29][NH:1][CH2:2][CH2:3][CH2:4][OH:5])=[CH:27][CH:26]=5)=[CH:22][C:18]=4[N:19]=[CH:20][N:21]=3)=[CH:12][CH:13]=2)[CH:8]=[CH:7]1, predict the reactants needed to synthesize it. The reactants are: [NH2:1][CH2:2][CH2:3][CH2:4][OH:5].[NH:6]1[C:14]2[C:9](=[CH:10][C:11]([NH:15][C:16]3[C:17]4[S:24][C:23]([C:25]5[CH:32]=[CH:31][C:28]([CH:29]=O)=[CH:27][CH:26]=5)=[CH:22][C:18]=4[N:19]=[CH:20][N:21]=3)=[CH:12][CH:13]=2)[CH:8]=[CH:7]1.Cl. (4) Given the product [C:29]([NH:1][C:2]1[CH:7]=[CH:6][C:5]([NH:8]/[C:9](=[C:16]2\[C:17](=[O:28])[NH:18][C:19]3[C:24]\2=[CH:23][C:22]([N+:25]([O-:27])=[O:26])=[CH:21][CH:20]=3)/[C:10]2[CH:11]=[CH:12][CH:13]=[CH:14][CH:15]=2)=[CH:4][CH:3]=1)(=[O:31])[CH3:30], predict the reactants needed to synthesize it. The reactants are: [NH2:1][C:2]1[CH:7]=[CH:6][C:5]([NH:8]/[C:9](=[C:16]2\[C:17](=[O:28])[NH:18][C:19]3[C:24]\2=[CH:23][C:22]([N+:25]([O-:27])=[O:26])=[CH:21][CH:20]=3)/[C:10]2[CH:15]=[CH:14][CH:13]=[CH:12][CH:11]=2)=[CH:4][CH:3]=1.[C:29](OC(=O)C)(=[O:31])[CH3:30]. (5) Given the product [CH2:1]([O:8][C:9]1[CH:10]=[C:11]([CH:20]=[CH:21][C:22]=1[N+:23]([O-:25])=[O:24])[CH2:12][CH:13]1[CH2:18][CH2:17][CH2:16][CH2:15][C:14]1=[N:27][OH:28])[C:2]1[CH:7]=[CH:6][CH:5]=[CH:4][CH:3]=1, predict the reactants needed to synthesize it. The reactants are: [CH2:1]([O:8][C:9]1[CH:10]=[C:11]([CH:20]=[CH:21][C:22]=1[N+:23]([O-:25])=[O:24])[CH2:12][CH:13]1[CH2:18][CH2:17][CH2:16][CH2:15][C:14]1=O)[C:2]1[CH:7]=[CH:6][CH:5]=[CH:4][CH:3]=1.Cl.[NH2:27][OH:28].C([O-])(=O)C.[Na+].O. (6) The reactants are: [CH3:1][Si:2]([CH3:16])([CH3:15])[C:3]#[C:4][CH2:5][C:6]1([CH2:9]OS(C)(=O)=O)[CH2:8][CH2:7]1.[Na+].[I-:18]. Given the product [I:18][CH2:9][C:6]1([CH2:5][C:4]#[C:3][Si:2]([CH3:16])([CH3:15])[CH3:1])[CH2:8][CH2:7]1, predict the reactants needed to synthesize it. (7) Given the product [Br:1][C:2]1[C:11]([O:12][CH3:13])=[CH:10][CH:9]=[C:8]2[C:3]=1[CH:4]=[CH:5][N:6]=[C:7]2[O:14][CH:15]1[CH2:33][CH:32]2[N:17]([C:18](=[O:38])[NH:19][CH2:20][CH2:21][CH2:22][CH2:23][CH2:24][CH:25]=[CH:26][CH:27]3[C:29]([C:35]([NH:81][S:82]([CH:85]4[CH2:87][CH2:86]4)(=[O:84])=[O:83])=[O:36])([NH:30][C:31]2=[O:34])[CH2:28]3)[CH2:16]1, predict the reactants needed to synthesize it. The reactants are: [Br:1][C:2]1[C:11]([O:12][CH3:13])=[CH:10][CH:9]=[C:8]2[C:3]=1[CH:4]=[CH:5][N:6]=[C:7]2[O:14][CH:15]1[CH2:33][CH:32]2[N:17]([C:18](=[O:38])[NH:19][CH2:20][CH2:21][CH2:22][CH2:23][CH2:24][CH:25]=[CH:26][CH:27]3[C:29]([C:35](O)=[O:36])([NH:30][C:31]2=[O:34])[CH2:28]3)[CH2:16]1.C1(C2N=C(C3N=C(OC4CC5C(C(=O)N(C)CCCCC=CC6C(C([NH:81][S:82]([CH:85]7[CH2:87][CH2:86]7)(=[O:84])=[O:83])=O)(NC5=O)C6)C4)C4C(C=3)=CC(OC)=CC=4)SC=2)CC1. (8) Given the product [CH3:14][O:13][C:12]1[C:6]2[C:5]([CH2:15][CH2:16][C:17]3[CH:22]=[CH:21][CH:20]=[CH:19][CH:18]=3)=[CH:4][S:8][C:7]=2[CH:9]=[CH:10][CH:11]=1, predict the reactants needed to synthesize it. The reactants are: C([C:4]1[S:8][C:7]2[CH:9]=[CH:10][CH:11]=[C:12]([O:13][CH3:14])[C:6]=2[C:5]=1[CH2:15][CH2:16][C:17]1[CH:22]=[CH:21][CH:20]=[CH:19][CH:18]=1)(O)=O.Cl. (9) Given the product [CH2:1]([O:8][C@H:9]1[C@H:14]([O:15][CH2:16][C:17]2[CH:22]=[CH:21][CH:20]=[CH:19][CH:18]=2)[C@@H:13]([O:23][CH2:24][C:25]2[CH:26]=[CH:27][CH:28]=[CH:29][CH:30]=2)[C@H:12]([O:31][CH2:32][C:33]2[CH:34]=[CH:35][CH:36]=[CH:37][CH:38]=2)[O:11][C@@H:10]1[C:39]([OH:42])=[O:40])[C:2]1[CH:7]=[CH:6][CH:5]=[CH:4][CH:3]=1, predict the reactants needed to synthesize it. The reactants are: [CH2:1]([O:8][C@H:9]1[C@H:14]([O:15][CH2:16][C:17]2[CH:22]=[CH:21][CH:20]=[CH:19][CH:18]=2)[C@@H:13]([O:23][CH2:24][C:25]2[CH:30]=[CH:29][CH:28]=[CH:27][CH:26]=2)[C@H:12]([O:31][CH2:32][C:33]2[CH:38]=[CH:37][CH:36]=[CH:35][CH:34]=2)[O:11][C@@H:10]1[CH2:39][OH:40])[C:2]1[CH:7]=[CH:6][CH:5]=[CH:4][CH:3]=1.[Cr](O[Cr]([O-])(=O)=O)([O-])(=O)=[O:42].[K+].[K+].